Dataset: Forward reaction prediction with 1.9M reactions from USPTO patents (1976-2016). Task: Predict the product of the given reaction. (1) Given the reactants [N:1]1([C:10]2[CH:19]=[CH:18][C:13]([C:14]([O:16]C)=O)=[CH:12][CH:11]=2)[C:5]2[CH:6]=[CH:7][CH:8]=[CH:9][C:4]=2[N:3]=[CH:2]1.[CH3:20][C:21]1[CH:26]=[C:25]([CH3:27])[CH:24]=[CH:23][C:22]=1[N:28]1[CH2:33][CH2:32][NH:31][CH2:30][CH2:29]1, predict the reaction product. The product is: [N:1]1([C:10]2[CH:11]=[CH:12][C:13]([C:14]([N:31]3[CH2:32][CH2:33][N:28]([C:22]4[CH:23]=[CH:24][C:25]([CH3:27])=[CH:26][C:21]=4[CH3:20])[CH2:29][CH2:30]3)=[O:16])=[CH:18][CH:19]=2)[C:5]2[CH:6]=[CH:7][CH:8]=[CH:9][C:4]=2[N:3]=[CH:2]1. (2) Given the reactants [CH2:1]([Li])[CH2:2][CH2:3][CH3:4].[CH2:6]([N:13]([CH3:22])[CH2:14][CH2:15][C:16](N(OC)C)=[O:17])[C:7]1[CH:12]=[CH:11][CH:10]=[CH:9][CH:8]=1.C(=O)(O)[O-].[Na+], predict the reaction product. The product is: [CH2:6]([N:13]([CH3:22])[CH2:14][CH2:15][C:16](=[O:17])[CH2:1][CH2:2][CH2:3][CH3:4])[C:7]1[CH:12]=[CH:11][CH:10]=[CH:9][CH:8]=1. (3) The product is: [C:1]([CH:3]1[CH2:6][N:5]([C:7](=[O:33])[C@H:8]([NH:12][C:13]([C:15]2[C:23]3[C:18](=[N:19][CH:20]=[C:21]([Br:24])[N:22]=3)[NH:17][CH:16]=2)=[O:14])[CH:9]2[CH2:11][CH2:10]2)[CH2:4]1)#[N:2]. Given the reactants [C:1]([CH:3]1[CH2:6][N:5]([C:7](=[O:33])[C@H:8]([NH:12][C:13]([C:15]2[C:23]3[C:18](=[N:19][CH:20]=[C:21]([Br:24])[N:22]=3)[N:17](COCC[Si](C)(C)C)[CH:16]=2)=[O:14])[CH:9]2[CH2:11][CH2:10]2)[CH2:4]1)#[N:2].C(O)(C(F)(F)F)=O, predict the reaction product. (4) Given the reactants [O:1]=[C:2]1[CH2:7][CH2:6][CH2:5][N:4]([C:8]([O:10][C:11]([CH3:14])([CH3:13])[CH3:12])=[O:9])[CH2:3]1.[CH2:15]([O:17][C:18]1[CH:19]=[C:20]([Mg]Br)[CH:21]=[CH:22][CH:23]=1)[CH3:16], predict the reaction product. The product is: [CH2:15]([O:17][C:18]1[CH:23]=[C:22]([C:2]2([OH:1])[CH2:7][CH2:6][CH2:5][N:4]([C:8]([O:10][C:11]([CH3:14])([CH3:13])[CH3:12])=[O:9])[CH2:3]2)[CH:21]=[CH:20][CH:19]=1)[CH3:16]. (5) Given the reactants [H-].[Na+].[C:3]([O:9][CH2:10][CH3:11])(=[O:8])[CH2:4][C:5]([CH3:7])=[O:6].[CH2:12]([O:14][CH2:15]CC(N1C2C=CC=CC=2N=N1)=O)[CH3:13].[Cl-].[NH4+].[OH-].[NH4+], predict the reaction product. The product is: [CH2:12]([O:14][CH2:15][CH2:7][C:5](=[O:6])[CH2:4][C:3]([O:9][CH2:10][CH3:11])=[O:8])[CH3:13]. (6) Given the reactants [CH:1]([C:4]1[S:5][CH:6]=[C:7](/[CH:9]=[CH:10]\[C:11]2[C:12]([O:22][CH2:23][C:24]3[CH:49]=[CH:48][C:27]([O:28][CH2:29][C:30]4[N:31]=[C:32]([C:36]5[CH:41]=[CH:40][C:39]([CH2:42][C:43]([O:45]CC)=[O:44])=[CH:38][CH:37]=5)[O:33][C:34]=4[CH3:35])=[C:26]([O:50][CH3:51])[CH:25]=3)=[N:13][N:14]([C:16]3[CH:21]=[CH:20][CH:19]=[CH:18][CH:17]=3)[CH:15]=2)[N:8]=1)([CH3:3])[CH3:2].O1CCCC1.[OH-].[Na+].Cl, predict the reaction product. The product is: [CH:1]([C:4]1[S:5][CH:6]=[C:7](/[CH:9]=[CH:10]\[C:11]2[C:12]([O:22][CH2:23][C:24]3[CH:49]=[CH:48][C:27]([O:28][CH2:29][C:30]4[N:31]=[C:32]([C:36]5[CH:37]=[CH:38][C:39]([CH2:42][C:43]([OH:45])=[O:44])=[CH:40][CH:41]=5)[O:33][C:34]=4[CH3:35])=[C:26]([O:50][CH3:51])[CH:25]=3)=[N:13][N:14]([C:16]3[CH:17]=[CH:18][CH:19]=[CH:20][CH:21]=3)[CH:15]=2)[N:8]=1)([CH3:3])[CH3:2].